From a dataset of Reaction yield outcomes from USPTO patents with 853,638 reactions. Predict the reaction yield, written as a fraction of the theoretical maximum amount of product (1.0 means a 100% yield; for example, 0.34 means a 34% yield). The reactants are [Br:1][C:2]1[CH:3]=[CH:4][C:5]2[N:9]=[C:8]([CH3:10])[N:7]([C:11]3[CH:16]=[C:15](Cl)[N:14]=[C:13]([NH:18][C:19]4[CH:24]=[CH:23][C:22]([C:25]([F:28])([F:27])[F:26])=[CH:21][CH:20]=4)[N:12]=3)[C:6]=2[CH:29]=1.CS(C)=O.[NH4+:34].[OH-]. The catalyst is O. The product is [Br:1][C:2]1[CH:3]=[CH:4][C:5]2[N:9]=[C:8]([CH3:10])[N:7]([C:11]3[N:12]=[C:13]([NH:18][C:19]4[CH:24]=[CH:23][C:22]([C:25]([F:28])([F:27])[F:26])=[CH:21][CH:20]=4)[N:14]=[C:15]([NH2:34])[CH:16]=3)[C:6]=2[CH:29]=1. The yield is 0.950.